Dataset: NCI-60 drug combinations with 297,098 pairs across 59 cell lines. Task: Regression. Given two drug SMILES strings and cell line genomic features, predict the synergy score measuring deviation from expected non-interaction effect. (1) Drug 1: C1CN1P(=S)(N2CC2)N3CC3. Drug 2: COCCOC1=C(C=C2C(=C1)C(=NC=N2)NC3=CC=CC(=C3)C#C)OCCOC.Cl. Cell line: NCI-H226. Synergy scores: CSS=3.56, Synergy_ZIP=-2.85, Synergy_Bliss=-3.68, Synergy_Loewe=-2.96, Synergy_HSA=-2.27. (2) Drug 1: CC1C(C(CC(O1)OC2CC(CC3=C2C(=C4C(=C3O)C(=O)C5=C(C4=O)C(=CC=C5)OC)O)(C(=O)CO)O)N)O.Cl. Drug 2: C1C(C(OC1N2C=NC3=C2NC=NCC3O)CO)O. Cell line: HOP-92. Synergy scores: CSS=5.31, Synergy_ZIP=0.897, Synergy_Bliss=4.61, Synergy_Loewe=2.46, Synergy_HSA=3.39.